Task: Regression. Given two drug SMILES strings and cell line genomic features, predict the synergy score measuring deviation from expected non-interaction effect.. Dataset: NCI-60 drug combinations with 297,098 pairs across 59 cell lines (1) Drug 1: C1=CN(C(=O)N=C1N)C2C(C(C(O2)CO)O)O.Cl. Drug 2: CC(C)NC(=O)C1=CC=C(C=C1)CNNC.Cl. Cell line: NCI/ADR-RES. Synergy scores: CSS=47.4, Synergy_ZIP=3.17, Synergy_Bliss=6.27, Synergy_Loewe=-36.0, Synergy_HSA=5.03. (2) Drug 1: CC1CCC2CC(C(=CC=CC=CC(CC(C(=O)C(C(C(=CC(C(=O)CC(OC(=O)C3CCCCN3C(=O)C(=O)C1(O2)O)C(C)CC4CCC(C(C4)OC)OCCO)C)C)O)OC)C)C)C)OC. Drug 2: B(C(CC(C)C)NC(=O)C(CC1=CC=CC=C1)NC(=O)C2=NC=CN=C2)(O)O. Cell line: MALME-3M. Synergy scores: CSS=48.7, Synergy_ZIP=-4.41, Synergy_Bliss=-2.78, Synergy_Loewe=-5.23, Synergy_HSA=-3.69. (3) Drug 1: CC1C(C(=O)NC(C(=O)N2CCCC2C(=O)N(CC(=O)N(C(C(=O)O1)C(C)C)C)C)C(C)C)NC(=O)C3=C4C(=C(C=C3)C)OC5=C(C(=O)C(=C(C5=N4)C(=O)NC6C(OC(=O)C(N(C(=O)CN(C(=O)C7CCCN7C(=O)C(NC6=O)C(C)C)C)C)C(C)C)C)N)C. Drug 2: CN(C(=O)NC(C=O)C(C(C(CO)O)O)O)N=O. Cell line: MOLT-4. Synergy scores: CSS=20.5, Synergy_ZIP=-0.695, Synergy_Bliss=-2.42, Synergy_Loewe=-65.9, Synergy_HSA=-2.36.